Predict the reactants needed to synthesize the given product. From a dataset of Full USPTO retrosynthesis dataset with 1.9M reactions from patents (1976-2016). Given the product [CH3:23][C:13]1[S:14][C:15]([C:16]2[CH:17]=[C:18]([CH3:22])[CH:19]=[CH:20][CH:21]=2)=[C:11]([C:9]([N:8]2[CH2:7][C@H:6]3[C@H:4]([CH2:5]3)[C@H:3]2[CH2:2][NH:1][C:33]([C:26]2[N:27]=[C:28]3[N:32]([C:25]=2[CH3:24])[CH:31]=[CH:30][S:29]3)=[O:34])=[O:10])[N:12]=1, predict the reactants needed to synthesize it. The reactants are: [NH2:1][CH2:2][C@H:3]1[N:8]([C:9]([C:11]2[N:12]=[C:13]([CH3:23])[S:14][C:15]=2[C:16]2[CH:17]=[C:18]([CH3:22])[CH:19]=[CH:20][CH:21]=2)=[O:10])[CH2:7][C@H:6]2[C@@H:4]1[CH2:5]2.[CH3:24][C:25]1[N:32]2[C:28]([S:29][CH:30]=[CH:31]2)=[N:27][C:26]=1[C:33](O)=[O:34].